Dataset: Reaction yield outcomes from USPTO patents with 853,638 reactions. Task: Predict the reaction yield, written as a fraction of the theoretical maximum amount of product (1.0 means a 100% yield; for example, 0.34 means a 34% yield). (1) The reactants are C(OC([N:8]1[CH2:12][CH2:11][CH2:10][C@@H:9]1[CH2:13][O:14][C:15]1[CH:20]=[CH:19][C:18]([O:21][C:22]2[O:23][C:24]3[CH:30]=[CH:29][CH:28]=[CH:27][C:25]=3[N:26]=2)=[CH:17][CH:16]=1)=O)(C)(C)C.[ClH:31]. The catalyst is O1CCOCC1. The product is [ClH:31].[O:23]1[C:24]2[CH:30]=[CH:29][CH:28]=[CH:27][C:25]=2[N:26]=[C:22]1[O:21][C:18]1[CH:19]=[CH:20][C:15]([O:14][CH2:13][C@H:9]2[CH2:10][CH2:11][CH2:12][NH:8]2)=[CH:16][CH:17]=1. The yield is 0.800. (2) The reactants are [CH3:1][C:2]1[CH:7]=[C:6]([S:8](=[O:11])(=[O:10])[NH2:9])[CH:5]=[CH:4][C:3]=1[NH:12][C:13]([C:15]1[CH:20]=[C:19](Cl)[N:18]=[CH:17][N:16]=1)=[O:14].[CH3:22][O:23][CH2:24][CH2:25][NH:26][CH2:27][CH2:28][O:29][CH3:30]. No catalyst specified. The product is [NH2:9][S:8]([C:6]1[CH:5]=[CH:4][C:3]([NH:12][C:13]([C:15]2[CH:20]=[C:19]([N:26]([CH2:27][CH2:28][O:29][CH3:30])[CH2:25][CH2:24][O:23][CH3:22])[N:18]=[CH:17][N:16]=2)=[O:14])=[C:2]([CH3:1])[CH:7]=1)(=[O:11])=[O:10]. The yield is 0.840. (3) The reactants are N/C(/C#N)=[C:3](\[NH:6][C:7]([NH:9][C@@H:10]1CC[O:12][CH2:11]1)=O)/[C:4]#[N:5].[C:17]1([CH3:27])C(S(O)(=O)=O)=CC=CC=1.[N:28]([C@@H:31]1[CH2:35][CH2:34][O:33][CH2:32]1)=[C:29]=[O:30].[NH2:36]/C(/C#N)=C(\N)/C#N.[O:44]1[CH2:48][CH2:47][CH2:46][CH2:45]1. No catalyst specified. The product is [OH:44][C:48]1[CH:47]=[C:46]([C:7]2[N:6]=[C:3]3[C:4]([NH:5][C:29](=[O:30])[N:28]3[C@@H:31]3[CH2:35][CH2:34][O:33][CH2:32]3)=[C:10]([C:11]([NH2:36])=[O:12])[N:9]=2)[CH:45]=[CH:17][CH:27]=1. The yield is 0.630. (4) The reactants are [NH:1]1[C:9]2[C:4](=[CH:5][C:6]([NH:10][C:11]3[C:12]4[C:19]5[CH2:20][CH2:21][CH:22]([C:24]([OH:26])=[O:25])[CH2:23][C:18]=5[S:17][C:13]=4[N:14]=[CH:15][N:16]=3)=[CH:7][CH:8]=2)[CH:3]=[N:2]1.O1CCC[CH2:28]1.C(N(C(C)C)C(C)C)C.[N+](=C)=[N-]. The catalyst is C(OCC)C. The product is [NH:1]1[C:9]2[C:4](=[CH:5][C:6]([NH:10][C:11]3[C:12]4[C:19]5[CH2:20][CH2:21][CH:22]([C:24]([O:26][CH3:28])=[O:25])[CH2:23][C:18]=5[S:17][C:13]=4[N:14]=[CH:15][N:16]=3)=[CH:7][CH:8]=2)[CH:3]=[N:2]1. The yield is 0.850. (5) The reactants are [C:1]([C:4]1[C:12]2[C:7](=[C:8]3[CH2:15][CH2:14][O:13][C:9]3=[CH:10][CH:11]=2)[NH:6][CH:5]=1)(=O)[CH3:2].B.CC(C)=O. The catalyst is O1CCCC1. The product is [CH2:1]([C:4]1[C:12]2[C:7](=[C:8]3[CH2:15][CH2:14][O:13][C:9]3=[CH:10][CH:11]=2)[NH:6][CH:5]=1)[CH3:2]. The yield is 0.450.